From a dataset of Catalyst prediction with 721,799 reactions and 888 catalyst types from USPTO. Predict which catalyst facilitates the given reaction. Reactant: [CH3:1][O:2][C:3]([NH:5][C@H:6]([C:10]([N:12]1[CH2:16][CH2:15][CH2:14][C@H:13]1[C:17]1[NH:18][CH:19]=[C:20]([C:22]2[CH:27]=[CH:26][C:25]([C:28]3[CH:33]=[CH:32][C:31]([C:34]4[N:35]=[C:36]([C@@H:39]5[CH2:43][C:42]6([O:48][CH2:47][CH2:46][CH2:45][O:44]6)[CH2:41][N:40]5C(OCC5C=CC=CC=5)=O)[NH:37][CH:38]=4)=[CH:30][CH:29]=3)=[CH:24][CH:23]=2)[N:21]=1)=[O:11])[CH:7]([CH3:9])[CH3:8])=[O:4]. Product: [CH2:41]1[C:42]2([O:48][CH2:47][CH2:46][CH2:45][O:44]2)[CH2:43][C@@H:39]([C:36]2[NH:37][CH:38]=[C:34]([C:31]3[CH:30]=[CH:29][C:28]([C:25]4[CH:26]=[CH:27][C:22]([C:20]5[N:21]=[C:17]([C@@H:13]6[CH2:14][CH2:15][CH2:16][N:12]6[C:10]([C@@H:6]([NH:5][C:3](=[O:4])[O:2][CH3:1])[CH:7]([CH3:9])[CH3:8])=[O:11])[NH:18][CH:19]=5)=[CH:23][CH:24]=4)=[CH:33][CH:32]=3)[N:35]=2)[NH:40]1. The catalyst class is: 29.